From a dataset of Full USPTO retrosynthesis dataset with 1.9M reactions from patents (1976-2016). Predict the reactants needed to synthesize the given product. (1) The reactants are: P([O-])(OCC)(SCC)=[S:2].[Cl:10][C:11]1[CH:16]=[CH:15][C:14]([C@@H:17]2[O:23][CH2:22][CH2:21][N:20]([C:24]([O:26][C:27]([CH3:30])([CH3:29])[CH3:28])=[O:25])[CH2:19][C@H:18]2[CH2:31][N:32]2[CH:37]=[CH:36][CH:35]=[C:34]([C:38]#[N:39])[C:33]2=[O:40])=[CH:13][C:12]=1[F:41].C(OC(OC(C)(C)C)=O)(OC(C)(C)C)=O.O. Given the product [C:38]([C:34]1[C:33](=[O:40])[N:32]([CH2:31][C@H:18]2[C@H:17]([C:14]3[CH:15]=[CH:16][C:11]([Cl:10])=[C:12]([F:41])[CH:13]=3)[O:23][CH2:22][CH2:21][N:20]([C:24]([O:26][C:27]([CH3:28])([CH3:29])[CH3:30])=[O:25])[CH2:19]2)[CH:37]=[CH:36][CH:35]=1)(=[S:2])[NH2:39], predict the reactants needed to synthesize it. (2) Given the product [NH:24]1[CH2:25][CH2:26][CH2:27][CH:21]([NH:20][C:18]([C@@H:13]([NH:12][C:10]([C:2]2[S:1][C:5]3[CH:6]=[CH:7][CH:8]=[CH:9][C:4]=3[CH:3]=2)=[O:11])[CH2:14][CH:15]([CH3:17])[CH3:16])=[O:19])[CH2:22][CH2:23]1, predict the reactants needed to synthesize it. The reactants are: [S:1]1[C:5]2[CH:6]=[CH:7][CH:8]=[CH:9][C:4]=2[CH:3]=[C:2]1[C:10]([NH:12][C@H:13]([C:18]([NH:20][CH:21]1[CH2:27][CH2:26][CH2:25][N:24](C(OC(C)(C)C)=O)[CH2:23][CH2:22]1)=[O:19])[CH2:14][CH:15]([CH3:17])[CH3:16])=[O:11].Cl.